Predict which catalyst facilitates the given reaction. From a dataset of Catalyst prediction with 721,799 reactions and 888 catalyst types from USPTO. Reactant: [NH2:1][C:2]1[CH:11]=[CH:10][CH:9]=[C:8]([OH:12])[C:3]=1[C:4]([O:6][CH3:7])=[O:5].C(=O)(O)[O-].[Na+].[C:18](Cl)(=[O:23])[C:19]([CH3:22])([CH3:21])[CH3:20]. Product: [C:19]([C:18]([NH:1][C:2]1[CH:11]=[CH:10][CH:9]=[C:8]([OH:12])[C:3]=1[C:4]([O:6][CH3:7])=[O:5])=[O:23])([CH3:22])([CH3:21])[CH3:20]. The catalyst class is: 84.